From a dataset of Full USPTO retrosynthesis dataset with 1.9M reactions from patents (1976-2016). Predict the reactants needed to synthesize the given product. (1) The reactants are: C([C:3]1[CH:8]=[C:7]([N+:9]([O-:11])=[O:10])[C:6]([NH:12][C:13](=[O:18])[C:14](F)(F)F)=[C:5]([CH3:19])[CH:4]=1)#N.NC1C=C[C:24]([C:25]#[N:26])=CC=1C.[N+]([O-])([O-])=O.[NH4+].[NH2:35][C:36]1C([N+]([O-])=O)=CC(C#N)=CC=1C.N. Given the product [N:26]1([C:3]2[CH:8]=[C:7]([N+:9]([O-:11])=[O:10])[C:6]([NH:12][C:13](=[O:18])[CH3:14])=[C:5]([CH3:19])[CH:4]=2)[CH:25]=[CH:24][N:35]=[CH:36]1, predict the reactants needed to synthesize it. (2) Given the product [CH3:1][C:2]1[C:3]([NH:8][S:9]([C:12]2[S:13][C:14]([CH3:42])=[CH:15][C:16]=2[C:17]2[CH:22]=[CH:21][C:20]([CH2:23][N:24]3[C:28](=[O:29])[C:27]4([CH2:33][CH2:32][CH2:31][CH2:30]4)[N:26]=[C:25]3[CH2:34][CH2:35][CH2:36][CH3:37])=[CH:19][C:18]=2[CH2:38][O:39][CH2:40][CH3:41])(=[O:11])=[O:10])=[N:4][O:5][C:6]=1[CH3:7], predict the reactants needed to synthesize it. The reactants are: [CH3:1][C:2]1[C:3]([N:8](COCCOC)[S:9]([C:12]2[S:13][C:14]([CH3:42])=[CH:15][C:16]=2[C:17]2[CH:22]=[CH:21][C:20]([CH2:23][N:24]3[C:28](=[O:29])[C:27]4([CH2:33][CH2:32][CH2:31][CH2:30]4)[N:26]=[C:25]3[CH2:34][CH2:35][CH2:36][CH3:37])=[CH:19][C:18]=2[CH2:38][O:39][CH2:40][CH3:41])(=[O:11])=[O:10])=[N:4][O:5][C:6]=1[CH3:7].Cl. (3) Given the product [F:17][C:2]([F:1])([F:18])[C:3]1[CH:4]=[CH:5][C:6]([C:9]2[CH:14]=[CH:13][N:12]=[C:11]([CH2:15][NH2:16])[CH:10]=2)=[CH:7][CH:8]=1, predict the reactants needed to synthesize it. The reactants are: [F:1][C:2]([F:18])([F:17])[C:3]1[CH:8]=[CH:7][C:6]([C:9]2[CH:14]=[CH:13][N:12]=[C:11]([C:15]#[N:16])[CH:10]=2)=[CH:5][CH:4]=1.[H-].[H-].[H-].[H-].[Li+].[Al+3].